The task is: Predict the product of the given reaction.. This data is from Forward reaction prediction with 1.9M reactions from USPTO patents (1976-2016). (1) Given the reactants [F:1][C:2]1([F:37])[CH2:5][CH:4]([NH:6][C:7]([C@@H:9]([C:30]2[CH:35]=[CH:34][CH:33]=[CH:32][C:31]=2[Cl:36])[N:10]([C:23]2[CH:28]=[CH:27][CH:26]=[C:25]([F:29])[CH:24]=2)[C:11]([C@@H:13]2[CH2:18][NH:17][CH2:16][CH2:15][N:14]2[C:19]([O:21][CH3:22])=[O:20])=[O:12])=[O:8])[CH2:3]1.CCN(CC)CC.[C:45](Cl)(=[O:47])[CH3:46], predict the reaction product. The product is: [C:45]([N:17]1[CH2:16][CH2:15][N:14]([C:19]([O:21][CH3:22])=[O:20])[C@H:13]([C:11](=[O:12])[N:10]([C@H:9]([C:30]2[CH:35]=[CH:34][CH:33]=[CH:32][C:31]=2[Cl:36])[C:7]([NH:6][CH:4]2[CH2:3][C:2]([F:1])([F:37])[CH2:5]2)=[O:8])[C:23]2[CH:28]=[CH:27][CH:26]=[C:25]([F:29])[CH:24]=2)[CH2:18]1)(=[O:47])[CH3:46]. (2) Given the reactants C(OC([N:11]1[CH2:16][CH2:15][CH:14]([C:17]2[NH:18][C:19](=[O:27])[C:20]3[C:25]([CH:26]=2)=[CH:24][CH:23]=[CH:22][CH:21]=3)[CH2:13][CH2:12]1)=O)C1C=CC=CC=1.[BrH:28], predict the reaction product. The product is: [BrH:28].[NH:11]1[CH2:16][CH2:15][CH:14]([C:17]2[NH:18][C:19](=[O:27])[C:20]3[C:25]([CH:26]=2)=[CH:24][CH:23]=[CH:22][CH:21]=3)[CH2:13][CH2:12]1. (3) Given the reactants C([O:8][C:9]1[CH:22]=[CH:21][C:12]([O:13][Si:14]([C:17]([CH3:20])([CH3:19])[CH3:18])([CH3:16])[CH3:15])=[CH:11][CH:10]=1)C1C=CC=CC=1, predict the reaction product. The product is: [C:17]([Si:14]([CH3:16])([CH3:15])[O:13][C:12]1[CH:11]=[CH:10][C:9]([OH:8])=[CH:22][CH:21]=1)([CH3:20])([CH3:19])[CH3:18]. (4) Given the reactants [NH:1]1[C:9]2[C:4](=[CH:5][CH:6]=[C:7]([CH:10]=[O:11])[CH:8]=2)[CH:3]=[CH:2]1.[F:12][C:13]1[CH:18]=[CH:17][C:16](I)=[CH:15][C:14]=1[F:20].P([O-])([O-])([O-])=O.[K+].[K+].[K+].CNCCNC, predict the reaction product. The product is: [F:12][C:13]1[CH:18]=[C:17]([N:1]2[C:9]3[C:4](=[CH:5][CH:6]=[C:7]([CH:10]=[O:11])[CH:8]=3)[CH:3]=[CH:2]2)[CH:16]=[CH:15][C:14]=1[F:20]. (5) The product is: [CH:1]([O:4][C:5]1[CH:6]=[C:7]([CH:22]=[C:23]([C:25](=[O:33])[NH:26][C:27]2[CH:31]=[CH:30][N:29]([CH3:32])[N:28]=2)[CH:24]=1)[O:8][C:9]1[N:10]=[CH:11][C:12]([C:15]([OH:17])=[O:16])=[N:13][CH:14]=1)([CH3:3])[CH3:2]. Given the reactants [CH:1]([O:4][C:5]1[CH:6]=[C:7]([CH:22]=[C:23]([C:25](=[O:33])[NH:26][C:27]2[CH:31]=[CH:30][N:29]([CH3:32])[N:28]=2)[CH:24]=1)[O:8][C:9]1[N:10]=[CH:11][C:12]([C:15]([O:17]C(C)(C)C)=[O:16])=[N:13][CH:14]=1)([CH3:3])[CH3:2].FC(F)(F)C(O)=O, predict the reaction product.